The task is: Predict the reactants needed to synthesize the given product.. This data is from Full USPTO retrosynthesis dataset with 1.9M reactions from patents (1976-2016). The reactants are: C([O:3][C:4](=[O:23])[CH:5]([O:14][NH:15][C:16]([O:18][C:19]([CH3:22])([CH3:21])[CH3:20])=[O:17])[CH2:6][CH2:7][C:8]1[CH:13]=[CH:12][CH:11]=[CH:10][CH:9]=1)C. Given the product [C:16]([NH:15][O:14][CH:5]([CH2:6][CH2:7][C:8]1[CH:13]=[CH:12][CH:11]=[CH:10][CH:9]=1)[C:4]([OH:23])=[O:3])([O:18][C:19]([CH3:21])([CH3:22])[CH3:20])=[O:17], predict the reactants needed to synthesize it.